This data is from Catalyst prediction with 721,799 reactions and 888 catalyst types from USPTO. The task is: Predict which catalyst facilitates the given reaction. (1) Reactant: [CH3:1][CH2:2]N=C=NCCCN(C)C.C(O)C.[Br:15][C:16]1[CH:20]=[CH:19][O:18][C:17]=1[C:21]([OH:23])=[O:22]. Product: [Br:15][C:16]1[CH:20]=[CH:19][O:18][C:17]=1[C:21]([O:23][CH2:1][CH3:2])=[O:22]. The catalyst class is: 119. (2) Reactant: [C:1](Cl)(=[O:3])[CH3:2].C(N(CC)CC)C.[Cl:12][C:13]1[N:22]=[C:21]([N:23]2[CH2:28][CH2:27][CH2:26][C@@H:25]([NH2:29])[CH2:24]2)[C:20]2[C:15](=[CH:16][C:17]([O:32][CH3:33])=[C:18]([O:30][CH3:31])[CH:19]=2)[N:14]=1. Product: [Cl:12][C:13]1[N:22]=[C:21]([N:23]2[CH2:28][CH2:27][CH2:26][C@@H:25]([NH:29][C:1](=[O:3])[CH3:2])[CH2:24]2)[C:20]2[C:15](=[CH:16][C:17]([O:32][CH3:33])=[C:18]([O:30][CH3:31])[CH:19]=2)[N:14]=1. The catalyst class is: 4. (3) Reactant: [C:1]([C:3]1[CH:4]=[C:5]([C:13]2[O:17][N:16]=[C:15]([C:18]3[CH:23]=[CH:22][C:21]([O:24][CH2:25][C:26]([O:28]CC)=[O:27])=[CH:20][CH:19]=3)[N:14]=2)[CH:6]=[CH:7][C:8]=1[O:9][CH:10]([CH3:12])[CH3:11])#[N:2].[OH-].[Na+]. Product: [C:1]([C:3]1[CH:4]=[C:5]([C:13]2[O:17][N:16]=[C:15]([C:18]3[CH:23]=[CH:22][C:21]([O:24][CH2:25][C:26]([OH:28])=[O:27])=[CH:20][CH:19]=3)[N:14]=2)[CH:6]=[CH:7][C:8]=1[O:9][CH:10]([CH3:12])[CH3:11])#[N:2]. The catalyst class is: 252. (4) Reactant: Cl[C:2]1[N:7]=[C:6]([C:8]#[N:9])[CH:5]=[CH:4][CH:3]=1.[NH:10]1[CH:14]=[CH:13][CH:12]=[N:11]1.C(=O)([O-])[O-].[K+].[K+].C(OCC)(=O)C. Product: [N:10]1([C:2]2[N:7]=[C:6]([C:8]#[N:9])[CH:5]=[CH:4][CH:3]=2)[CH:14]=[CH:13][CH:12]=[N:11]1. The catalyst class is: 18. (5) Reactant: C(=S)(OC1C=CC=CC=1)O[C@@H:3]1[C@@H:7]2[O:8][Si:9]([CH:23]([CH3:25])[CH3:24])([CH:20]([CH3:22])[CH3:21])[O:10][Si:11]([CH:17]([CH3:19])[CH3:18])([CH:14]([CH3:16])[CH3:15])[O:12][CH2:13][C@H:6]2[CH2:5][C@H:4]1[N:26]1[CH:34]=[N:33][C:32]2[C:27]1=[N:28][CH:29]=[N:30][C:31]=2[Cl:35].C([SnH](CCCC)CCCC)CCC.N(C(C)(C)C#N)=NC(C)(C)C#N. Product: [Cl:35][C:31]1[N:30]=[CH:29][N:28]=[C:27]2[C:32]=1[N:33]=[CH:34][N:26]2[C@H:4]1[CH2:3][C@@H:7]2[O:8][Si:9]([CH:20]([CH3:22])[CH3:21])([CH:23]([CH3:25])[CH3:24])[O:10][Si:11]([CH:17]([CH3:18])[CH3:19])([CH:14]([CH3:15])[CH3:16])[O:12][CH2:13][C@H:6]2[CH2:5]1. The catalyst class is: 11. (6) Reactant: [CH3:1][N:2]1[C:6]2=[N:7][CH:8]=[CH:9][CH:10]=[C:5]2[N:4]=[C:3]1S(C)(=O)=O.[F:15][CH:16]([F:37])[O:17][C:18]1[CH:19]=[C:20]2[N:26]([CH2:27][CH3:28])[C:25](=[O:29])[N:24]([C:30]3[CH:35]=[CH:34][C:33]([OH:36])=[CH:32][CH:31]=3)[C:21]2=[N:22][CH:23]=1.[H-].[Na+]. Product: [F:37][CH:16]([F:15])[O:17][C:18]1[CH:19]=[C:20]2[N:26]([CH2:27][CH3:28])[C:25](=[O:29])[N:24]([C:30]3[CH:35]=[CH:34][C:33]([O:36][C:3]4[N:2]([CH3:1])[C:6]5=[N:7][CH:8]=[CH:9][CH:10]=[C:5]5[N:4]=4)=[CH:32][CH:31]=3)[C:21]2=[N:22][CH:23]=1. The catalyst class is: 3.